From a dataset of Full USPTO retrosynthesis dataset with 1.9M reactions from patents (1976-2016). Predict the reactants needed to synthesize the given product. (1) Given the product [N:30]([CH2:18][C@:14]1([CH3:17])[O:13][C:12]2[C:7]([C:1]3[CH:6]=[CH:5][CH:4]=[CH:3][CH:2]=3)=[CH:8][CH:9]=[CH:10][C:11]=2[O:16][CH2:15]1)=[N+:31]=[N-:32], predict the reactants needed to synthesize it. The reactants are: [C:1]1([C:7]2[C:12]3[O:13][C@:14]([CH2:18]OS(C4C=CC(C)=CC=4)(=O)=O)([CH3:17])[CH2:15][O:16][C:11]=3[CH:10]=[CH:9][CH:8]=2)[CH:6]=[CH:5][CH:4]=[CH:3][CH:2]=1.[N-:30]=[N+:31]=[N-:32].[Na+]. (2) Given the product [C:28]([N:20]1[CH2:21][C:16]2[C:15]([N:22]3[CH2:23][CH2:24][O:25][CH2:26][CH2:27]3)=[N:14][C:13]([C:10]3[CH:11]=[CH:12][C:7]([NH:6][C:4]([NH:3][CH2:1][CH3:2])=[O:5])=[CH:8][CH:9]=3)=[N:18][C:17]=2[CH2:19]1)(=[O:30])[CH3:29], predict the reactants needed to synthesize it. The reactants are: [CH2:1]([NH:3][C:4]([NH:6][C:7]1[CH:12]=[CH:11][C:10]([C:13]2[N:14]=[C:15]([N:22]3[CH2:27][CH2:26][O:25][CH2:24][CH2:23]3)[C:16]3[CH2:21][NH:20][CH2:19][C:17]=3[N:18]=2)=[CH:9][CH:8]=1)=[O:5])[CH3:2].[C:28](Cl)(=[O:30])[CH3:29]. (3) Given the product [C:2](=[O:3])([O:8][CH2:7][C:6]([F:12])([F:5])[CH:9]([F:11])[F:10])[O:4][CH3:14], predict the reactants needed to synthesize it. The reactants are: Cl[C:2]([O-:4])=[O:3].[F:5][C:6]([F:12])([CH:9]([F:11])[F:10])[CH2:7][OH:8].N1C=CC=C[CH:14]=1. (4) Given the product [CH2:18]([O:17][C:14]1[CH:15]=[CH:16][C:11](/[CH:10]=[C:7]2/[C:8](=[O:9])[N:4]([CH2:3][CH2:2][NH:1][C:22](=[O:23])[O:24][CH3:25])[C:5](=[O:20])[S:6]/2)=[CH:12][CH:13]=1)[CH3:19], predict the reactants needed to synthesize it. The reactants are: [NH2:1][CH2:2][CH2:3][N:4]1[C:8](=[O:9])/[C:7](=[CH:10]/[C:11]2[CH:16]=[CH:15][C:14]([O:17][CH2:18][CH3:19])=[CH:13][CH:12]=2)/[S:6][C:5]1=[O:20].Cl[C:22]([O:24][CH3:25])=[O:23].CCN(C(C)C)C(C)C.C(OC1C=CC(/C=C2/C(=O)N(CCNC(=O)C)C(=O)S/2)=CC=1)C.